This data is from Full USPTO retrosynthesis dataset with 1.9M reactions from patents (1976-2016). The task is: Predict the reactants needed to synthesize the given product. (1) Given the product [CH2:1]([N:8]1[C:16]2[C:11](=[CH:12][C:13]([NH:17][C:18]3[C:19]4[CH:27]=[C:26]([N:30]([CH3:31])[CH3:29])[N:25]=[CH:24][C:20]=4[N:21]=[CH:22][N:23]=3)=[CH:14][CH:15]=2)[CH:10]=[N:9]1)[C:2]1[CH:7]=[CH:6][CH:5]=[CH:4][CH:3]=1, predict the reactants needed to synthesize it. The reactants are: [CH2:1]([N:8]1[C:16]2[C:11](=[CH:12][C:13]([NH:17][C:18]3[C:19]4[CH:27]=[C:26](Cl)[N:25]=[CH:24][C:20]=4[N:21]=[CH:22][N:23]=3)=[CH:14][CH:15]=2)[CH:10]=[N:9]1)[C:2]1[CH:7]=[CH:6][CH:5]=[CH:4][CH:3]=1.[CH3:29][NH:30][CH3:31]. (2) Given the product [NH2:32][C:20]1[C:21]([Cl:31])=[C:22]([CH:29]2[O:5][CH2:4][CH2:3][O:30]2)[C:23]([CH3:25])=[CH:24][C:19]=1[C:18]([O:17][CH2:15][CH3:16])=[O:33], predict the reactants needed to synthesize it. The reactants are: NC1C=C(Cl)C(C)=C[C:3]=1[C:4](OCC)=[O:5].[CH2:15]([O:17][C:18](=[O:33])[C:19]1[CH:24]=[C:23]([C:25](F)(F)F)[C:22]([CH:29]=[O:30])=[C:21]([Cl:31])[C:20]=1[NH2:32])[CH3:16]. (3) Given the product [F:35][CH:2]([CH2:16][O:17][N:18]1[C:26](=[O:27])[C:25]2[C:20](=[CH:21][CH:22]=[CH:23][CH:24]=2)[C:19]1=[O:28])[CH2:3][O:4][N:5]1[C:13](=[O:14])[C:12]2[C:7](=[CH:8][CH:9]=[CH:10][CH:11]=2)[C:6]1=[O:15], predict the reactants needed to synthesize it. The reactants are: O[CH:2]([CH2:16][O:17][N:18]1[C:26](=[O:27])[C:25]2[C:20](=[CH:21][CH:22]=[CH:23][CH:24]=2)[C:19]1=[O:28])[CH2:3][O:4][N:5]1[C:13](=[O:14])[C:12]2[C:7](=[CH:8][CH:9]=[CH:10][CH:11]=2)[C:6]1=[O:15].C(N(S(F)(F)[F:35])CC)C. (4) Given the product [Cl:1][C:2]1[C:7]([CH:8]=[CH2:11])=[CH:6][C:5]([F:10])=[CH:4][N:3]=1, predict the reactants needed to synthesize it. The reactants are: [Cl:1][C:2]1[C:7]([CH:8]=O)=[CH:6][C:5]([F:10])=[CH:4][N:3]=1.[CH2:11]1COCC1. (5) Given the product [Cl:25][C:19]1[CH:20]=[CH:21][CH:22]=[C:23]([F:24])[C:18]=1[CH2:17][N:16]1[C:15]2[C:14](=[O:26])[N:13]([CH3:27])[C:12](=[O:28])[N:11]([CH3:29])[C:10]=2[N:9]=[C:8]1[C:4]1[CH:3]=[C:2]([NH:1][C:32](=[O:33])[C:31]([F:42])([F:41])[F:30])[CH:7]=[CH:6][CH:5]=1, predict the reactants needed to synthesize it. The reactants are: [NH2:1][C:2]1[CH:3]=[C:4]([C:8]2[N:16]([CH2:17][C:18]3[C:23]([F:24])=[CH:22][CH:21]=[CH:20][C:19]=3[Cl:25])[C:15]3[C:14](=[O:26])[N:13]([CH3:27])[C:12](=[O:28])[N:11]([CH3:29])[C:10]=3[N:9]=2)[CH:5]=[CH:6][CH:7]=1.[F:30][C:31]([F:42])([F:41])[C:32](O[C:32](=[O:33])[C:31]([F:42])([F:41])[F:30])=[O:33]. (6) Given the product [CH:15]1([C:21]2[N:25]3[CH:26]=[C:27]([O:12][C@H:5]4[C:6]5[C:11](=[CH:10][CH:9]=[CH:8][CH:7]=5)[C@@H:2]([NH2:1])[CH2:3][CH2:4]4)[CH:28]=[CH:29][C:24]3=[N:23][N:22]=2)[CH2:16][CH2:17][CH2:18][CH2:19][CH2:20]1, predict the reactants needed to synthesize it. The reactants are: [NH2:1][C@@H:2]1[C:11]2[C:6](=[CH:7][CH:8]=[CH:9][CH:10]=2)[C@H:5]([OH:12])[CH2:4][CH2:3]1.[H-].[Na+].[CH:15]1([C:21]2[N:25]3[CH:26]=[C:27](F)[CH:28]=[CH:29][C:24]3=[N:23][N:22]=2)[CH2:20][CH2:19][CH2:18][CH2:17][CH2:16]1. (7) Given the product [CH2:7]([N:14]1[CH2:18][CH2:17][CH:16]([CH2:20][OH:21])[CH2:15]1)[C:8]1[CH:13]=[CH:12][CH:11]=[CH:10][CH:9]=1, predict the reactants needed to synthesize it. The reactants are: [H-].[Al+3].[Li+].[H-].[H-].[H-].[CH2:7]([N:14]1[C:18](=O)[CH2:17][CH:16]([C:20](OC)=[O:21])[CH2:15]1)[C:8]1[CH:13]=[CH:12][CH:11]=[CH:10][CH:9]=1.O.[OH-].[Na+]. (8) The reactants are: [C:1]([O:5][C:6]([NH:8][CH2:9][CH2:10][N:11]([C:25]([O:27][C:28]([CH3:31])([CH3:30])[CH3:29])=[O:26])[CH2:12][CH2:13][N:14]([C:18]([O:20][C:21]([CH3:24])([CH3:23])[CH3:22])=[O:19])[CH2:15][CH2:16][NH2:17])=[O:7])([CH3:4])([CH3:3])[CH3:2].[NH:32]([C:48]([O:50][C:51]([CH3:54])([CH3:53])[CH3:52])=[O:49])[C@H:33]([C:41]([NH:43][CH2:44][C:45](O)=[O:46])=[O:42])[CH2:34][C:35]1[CH:40]=[CH:39][CH:38]=[CH:37][CH:36]=1.C1CN([P+](ON2N=NC3C=CC=CC2=3)(N2CCCC2)N2CCCC2)CC1.F[P-](F)(F)(F)(F)F.C(N(C(C)C)CC)(C)C. Given the product [C:51]([O:50][C:48]([NH:32][C@H:33]([C:41]([NH:43][CH2:44][C:45]([NH:17][CH2:16][CH2:15][N:14]([C:18]([O:20][C:21]([CH3:22])([CH3:24])[CH3:23])=[O:19])[CH2:13][CH2:12][N:11]([C:25]([O:27][C:28]([CH3:31])([CH3:30])[CH3:29])=[O:26])[CH2:10][CH2:9][NH:8][C:6]([O:5][C:1]([CH3:4])([CH3:2])[CH3:3])=[O:7])=[O:46])=[O:42])[CH2:34][C:35]1[CH:40]=[CH:39][CH:38]=[CH:37][CH:36]=1)=[O:49])([CH3:53])([CH3:52])[CH3:54], predict the reactants needed to synthesize it. (9) Given the product [Cl:43][C:44]1[CH:53]=[C:52]2[C:47]([CH:48]=[C:49]([NH:54][C:58]3[CH:59]=[C:60]([CH2:62][N:63]4[CH2:64][CH2:65][CH2:66][CH2:67]4)[CH:61]=[CH:56][N:57]=3)[N:50]=[CH:51]2)=[CH:46][CH:45]=1, predict the reactants needed to synthesize it. The reactants are: CC1(C)C2C(=C(P(C3C=CC=CC=3)C3C=CC=CC=3)C=CC=2)OC2C(P(C3C=CC=CC=3)C3C=CC=CC=3)=CC=CC1=2.[Cl:43][C:44]1[CH:53]=[C:52]2[C:47]([CH:48]=[C:49]([NH2:54])[N:50]=[CH:51]2)=[CH:46][CH:45]=1.Cl[C:56]1[CH:61]=[C:60]([CH2:62][N:63]2[CH2:67][CH2:66][CH2:65][CH2:64]2)[CH:59]=[CH:58][N:57]=1.C([O-])([O-])=O.[Cs+].[Cs+]. (10) Given the product [F:72][C:49]1[CH:50]=[C:51]([C:54]2[CH:62]=[C:61]3[C:57]([CH2:58][N:59]([C@@H:64]([CH:69]([CH3:70])[CH3:71])[C:65]([OH:67])=[O:66])[C:60]3=[O:63])=[CH:56][CH:55]=2)[CH:52]=[CH:53][C:48]=1[NH:47][C:45](=[O:46])[C:44]1[CH:73]=[CH:74][C:41]([CH2:2][CH2:1][CH2:5][CH2:6][CH3:7])=[CH:42][CH:43]=1, predict the reactants needed to synthesize it. The reactants are: [C:1]([C:5]1C=CC(C(NC2C=CC(C3C=C4C(CN([C@@H](C(C)C)C(O)=O)C4=O)=CC=3)=NC=2)=O)=[CH:7][CH:6]=1)(C)(C)[CH3:2].C([C:41]1[CH:74]=[CH:73][C:44]([C:45]([NH:47][C:48]2[CH:53]=[CH:52][C:51]([C:54]3[CH:62]=[C:61]4[C:57]([CH2:58][N:59]([C@@H:64]([CH:69]([CH3:71])[CH3:70])[C:65]([O:67]C)=[O:66])[C:60]4=[O:63])=[CH:56][CH:55]=3)=[CH:50][C:49]=2[F:72])=[O:46])=[CH:43][CH:42]=1)(C)(C)C.